Dataset: Catalyst prediction with 721,799 reactions and 888 catalyst types from USPTO. Task: Predict which catalyst facilitates the given reaction. (1) Reactant: [NH2:1][C:2]1[CH:3]=[CH:4][C:5]2[S:9][C:8]([O:10][C:11]3[C:12]([F:28])=[C:13]([C@H:18]([NH:21][S@@](C(C)(C)C)=O)[CH2:19][CH3:20])[CH:14]=[CH:15][C:16]=3[Cl:17])=[N:7][C:6]=2[CH:29]=1.Cl. Product: [ClH:17].[NH2:21][C@@H:18]([C:13]1[C:12]([F:28])=[C:11]([C:16]([Cl:17])=[CH:15][CH:14]=1)[O:10][C:8]1[S:9][C:5]2[CH:4]=[CH:3][C:2]([NH2:1])=[CH:29][C:6]=2[N:7]=1)[CH2:19][CH3:20]. The catalyst class is: 25. (2) Reactant: [Li]C[CH2:3][CH2:4][CH3:5].CCCCCC.C1C[O:15][CH2:14]C1.[F:17][C:18]1[CH:19]=[C:20]([O:24][CH3:25])[CH:21]=[CH:22][CH:23]=1. Product: [F:17][C:18]1[CH:23]=[CH:22][CH:21]=[C:20]([O:24][CH3:25])[C:19]=1[CH:14]([OH:15])[CH:4]([CH3:3])[CH3:5]. The catalyst class is: 6.